From a dataset of Reaction yield outcomes from USPTO patents with 853,638 reactions. Predict the reaction yield, written as a fraction of the theoretical maximum amount of product (1.0 means a 100% yield; for example, 0.34 means a 34% yield). (1) The reactants are [CH2:1]([O:3][C:4]([C@H:6]1[CH2:11][CH2:10][C@H:9]([C:12]2[S:13][CH:14]=[C:15]([CH3:17])[N:16]=2)[CH2:8][CH2:7]1)=[O:5])[CH3:2].[Cl:18]N1C(=O)CCC1=O. The catalyst is CN(C)C=O. The product is [CH2:1]([O:3][C:4]([C@H:6]1[CH2:7][CH2:8][C@H:9]([C:12]2[S:13][C:14]([Cl:18])=[C:15]([CH3:17])[N:16]=2)[CH2:10][CH2:11]1)=[O:5])[CH3:2]. The yield is 0.920. (2) The reactants are [CH3:1][O:2][CH2:3][O:4][C:5]1[CH:6]=[C:7]([CH2:15][OH:16])[CH:8]=[C:9]([O:11][CH2:12][O:13][CH3:14])[CH:10]=1.N1C=CN=C1.[CH3:22][C:23]([Si:26](Cl)([CH3:28])[CH3:27])([CH3:25])[CH3:24]. The catalyst is C(Cl)Cl. The product is [CH3:1][O:2][CH2:3][O:4][C:5]1[CH:6]=[C:7]([CH:8]=[C:9]([O:11][CH2:12][O:13][CH3:14])[CH:10]=1)[CH2:15][O:16][Si:26]([C:23]([CH3:25])([CH3:24])[CH3:22])([CH3:28])[CH3:27]. The yield is 0.970. (3) The reactants are [F:1][C:2]([F:12])([F:11])[C:3]1[CH:9]=[C:8]([Br:10])[CH:7]=[CH:6][C:4]=1[NH2:5].[C:13](OC(=O)C)(=[O:15])[CH3:14]. The catalyst is O1CCCC1. The product is [Br:10][C:8]1[CH:7]=[CH:6][C:4]([NH:5][C:13](=[O:15])[CH3:14])=[C:3]([C:2]([F:1])([F:11])[F:12])[CH:9]=1. The yield is 0.900. (4) The reactants are [NH2:1][C:2]1[CH:30]=[CH:29][C:5]2[NH:6][C:7]([C:12]3[C:13](=[O:28])[N:14]([CH2:23][CH2:24][CH:25]([CH3:27])[CH3:26])[C:15]4[C:20]([C:21]=3[OH:22])=[CH:19][CH:18]=[CH:17][N:16]=4)=[N:8][S:9](=[O:11])(=[O:10])[C:4]=2[CH:3]=1.[CH3:31][S:32]([C:35]1[CH:40]=[CH:39][C:38]([S:41](Cl)(=[O:43])=[O:42])=[CH:37][CH:36]=1)(=[O:34])=[O:33]. The yield is 0.500. The catalyst is N1C=CC=CC=1.C(OCC)(=O)C. The product is [OH:22][C:21]1[C:20]2[C:15](=[N:16][CH:17]=[CH:18][CH:19]=2)[N:14]([CH2:23][CH2:24][CH:25]([CH3:27])[CH3:26])[C:13](=[O:28])[C:12]=1[C:7]1[NH:6][C:5]2[CH:29]=[CH:30][C:2]([NH:1][S:41]([C:38]3[CH:37]=[CH:36][C:35]([S:32]([CH3:31])(=[O:34])=[O:33])=[CH:40][CH:39]=3)(=[O:43])=[O:42])=[CH:3][C:4]=2[S:9](=[O:11])(=[O:10])[N:8]=1. (5) The reactants are [NH2:1][C:2]1[N:3]=[N:4][C:5]([Cl:8])=[CH:6][CH:7]=1.Cl[CH2:10][CH:11]=O.C(=O)(O)[O-].[Na+]. The catalyst is C(O)CCC. The product is [Cl:8][C:5]1[CH:6]=[CH:7][C:2]2[N:3]([CH:10]=[CH:11][N:1]=2)[N:4]=1. The yield is 0.700. (6) The reactants are [F:1][C:2]1[CH:10]=[C:9]2[C:5]([CH2:6][O:7][C:8]2=[O:11])=[C:4](/[N:12]=[CH:13]/[C:14]2[CH:19]=[CH:18][C:17]([F:20])=[CH:16][CH:15]=2)[CH:3]=1.[CH3:21][N:22]1[C:26]([CH:27]=O)=[N:25][CH:24]=[N:23]1.[CH3:29][CH2:30][O-:31].[Na+]. The catalyst is C(OCC)(=O)CC. The product is [F:1][C:2]1[CH:10]=[C:9]([C:8]([O:7][CH2:6][CH3:5])=[O:11])[C:29]2[C:30](=[O:31])[CH:27]([C:26]3[N:22]([CH3:21])[N:23]=[CH:24][N:25]=3)[CH:13]([C:14]3[CH:15]=[CH:16][C:17]([F:20])=[CH:18][CH:19]=3)[NH:12][C:4]=2[CH:3]=1. The yield is 0.140. (7) The reactants are [CH3:1][C:2]1([CH3:30])[CH2:11][C:10]2[C:5](=[CH:6][CH:7]=[C:8]([C:12]([O:14]C)=[O:13])[CH:9]=2)[NH:4][CH:3]1[C:16]1[CH:21]=[CH:20][CH:19]=[C:18]([C:22]([N:24]2[CH2:29][CH2:28][CH2:27][CH2:26][CH2:25]2)=[O:23])[CH:17]=1.[OH-].[Na+].Cl. The catalyst is CO.O. The product is [CH3:1][C:2]1([CH3:30])[CH2:11][C:10]2[C:5](=[CH:6][CH:7]=[C:8]([C:12]([OH:14])=[O:13])[CH:9]=2)[NH:4][CH:3]1[C:16]1[CH:21]=[CH:20][CH:19]=[C:18]([C:22]([N:24]2[CH2:29][CH2:28][CH2:27][CH2:26][CH2:25]2)=[O:23])[CH:17]=1. The yield is 0.838.